Dataset: Full USPTO retrosynthesis dataset with 1.9M reactions from patents (1976-2016). Task: Predict the reactants needed to synthesize the given product. (1) Given the product [Cl:1][C:2]1[N:7]=[CH:6][N:5]=[C:4]([C:8]2[NH:9][C:10]3[C:15]([CH:16]=2)=[CH:14][CH:13]=[CH:12][CH:11]=3)[CH:3]=1, predict the reactants needed to synthesize it. The reactants are: [Cl:1][C:2]1[N:7]=[CH:6][N:5]=[C:4]([C:8]2[N:9](C([O-])=O)[C:10]3[C:15]([CH:16]=2)=[CH:14][CH:13]=[CH:12][CH:11]=3)[CH:3]=1. (2) Given the product [F:21][C:2]1([F:22])[C:3](=[O:4])[NH:5][CH2:6][C:7]2([CH2:12][CH2:11][N:10]([C:13]([O:15][C:16]([CH3:19])([CH3:18])[CH3:17])=[O:14])[CH2:9][CH2:8]2)[O:20]1, predict the reactants needed to synthesize it. The reactants are: Br[C:2]([F:22])([F:21])[C:3]([NH:5][CH2:6][C:7]1([OH:20])[CH2:12][CH2:11][N:10]([C:13]([O:15][C:16]([CH3:19])([CH3:18])[CH3:17])=[O:14])[CH2:9][CH2:8]1)=[O:4].CC(C)([O-])C.[K+]. (3) Given the product [Br:1][C:2]1[N:6]([C:7]([CH3:8])([CH3:9])[CH3:10])[N:5]=[CH:4][C:3]=1[CH2:11][OH:12], predict the reactants needed to synthesize it. The reactants are: [Br:1][C:2]1[N:6]([C:7]([CH3:10])([CH3:9])[CH3:8])[N:5]=[CH:4][C:3]=1[C:11](OCC)=[O:12].[H-].C([Al+]CC(C)C)C(C)C. (4) Given the product [CH3:39][O:38][N:37]([CH3:36])[C:13]([C:10]1[CH:11]=[N:12][C:7]([C:1]2[CH:2]=[CH:3][CH:4]=[CH:5][CH:6]=2)=[N:8][CH:9]=1)=[O:15], predict the reactants needed to synthesize it. The reactants are: [C:1]1([C:7]2[N:12]=[CH:11][C:10]([C:13]([OH:15])=O)=[CH:9][N:8]=2)[CH:6]=[CH:5][CH:4]=[CH:3][CH:2]=1.ClC(Cl)(OC(=O)OC(Cl)(Cl)Cl)Cl.C(N(CC)CC)C.Cl.[CH3:36][NH:37][O:38][CH3:39]. (5) Given the product [F:43][C:35]1[CH:34]=[C:33]([C@H:17]([NH:16][C:2]2[C:3]3[N:11]=[CH:10][CH:9]=[C:8]([C:12]([NH2:14])=[O:13])[C:4]=3[N:5]=[CH:6][N:7]=2)[CH2:18][NH:19][CH3:32])[CH:38]=[CH:37][C:36]=1[C:39]([F:42])([F:41])[F:40], predict the reactants needed to synthesize it. The reactants are: O[C:2]1[C:3]2[N:11]=[CH:10][CH:9]=[C:8]([C:12]([NH2:14])=[O:13])[C:4]=2[N:5]=[CH:6][N:7]=1.Cl.[NH2:16][C@@H:17]([C:33]1[CH:38]=[CH:37][C:36]([C:39]([F:42])([F:41])[F:40])=[C:35]([F:43])[CH:34]=1)[CH2:18][N:19]([CH3:32])S(C1C=CC([N+]([O-])=O)=CC=1)(=O)=O. (6) Given the product [CH:17]1([N:20]2[CH2:25][CH2:24][N:23]([C:2]3[N:3]=[N:4][C:5]([C:8]4[CH:13]=[CH:12][CH:11]=[C:10]([N+:14]([O-:16])=[O:15])[CH:9]=4)=[CH:6][CH:7]=3)[CH2:22][CH2:21]2)[CH2:19][CH2:18]1, predict the reactants needed to synthesize it. The reactants are: Cl[C:2]1[N:3]=[N:4][C:5]([C:8]2[CH:13]=[CH:12][CH:11]=[C:10]([N+:14]([O-:16])=[O:15])[CH:9]=2)=[CH:6][CH:7]=1.[CH:17]1([N:20]2[CH2:25][CH2:24][NH:23][CH2:22][CH2:21]2)[CH2:19][CH2:18]1.[NH4+].[Cl-]. (7) Given the product [CH3:31][N:32]([C@@H:33]([C:35]1[O:36][C:37]2[CH:44]=[CH:43][CH:42]=[CH:41][C:38]=2[C:39]=1[CH3:40])[CH3:34])[C:18](=[O:20])/[CH:17]=[CH:16]/[C:11]1[CH:12]=[N:13][C:14]2[NH:15][C:6](=[O:5])[CH:7]=[CH:8][C:9]=2[CH:10]=1, predict the reactants needed to synthesize it. The reactants are: C(Cl)CCl.[O:5]=[C:6]1[NH:15][C:14]2[N:13]=[CH:12][C:11](/[CH:16]=[CH:17]/[C:18]([OH:20])=O)=[CH:10][C:9]=2[CH:8]=[CH:7]1.C1C=CC2N(O)N=NC=2C=1.[CH3:31][NH:32][C@@H:33]([C:35]1[O:36][C:37]2[CH:44]=[CH:43][CH:42]=[CH:41][C:38]=2[C:39]=1[CH3:40])[CH3:34].C(N(C(C)C)C(C)C)C.